This data is from Catalyst prediction with 721,799 reactions and 888 catalyst types from USPTO. The task is: Predict which catalyst facilitates the given reaction. (1) Reactant: [F:1][C:2]1[C:7]([CH3:8])=[CH:6][C:5]([C:9]2[CH:14]=[CH:13][CH:12]=[C:11]([F:15])[CH:10]=2)=[CH:4][C:3]=1[CH2:16][NH:17][C:18]1[C:19]([CH3:26])=[C:20]([OH:25])[CH:21]=[CH:22][C:23]=1[CH3:24].C([O-])([O-])=O.[Cs+].[Cs+].Br[CH2:34][C:35]([O:37][CH:38]([CH3:40])[CH3:39])=[O:36].O. Product: [F:1][C:2]1[C:7]([CH3:8])=[CH:6][C:5]([C:9]2[CH:14]=[CH:13][CH:12]=[C:11]([F:15])[CH:10]=2)=[CH:4][C:3]=1[CH2:16][NH:17][C:18]1[C:19]([CH3:26])=[C:20]([CH:21]=[CH:22][C:23]=1[CH3:24])[O:25][CH2:34][C:35]([O:37][CH:38]([CH3:40])[CH3:39])=[O:36]. The catalyst class is: 3. (2) Reactant: [CH3:1][C:2]([CH3:13])([C:7]1[CH:12]=[CH:11][CH:10]=[CH:9][CH:8]=1)[CH2:3][C:4]([OH:6])=[O:5].C(=O)=O.CC(C)=O.C([N-]C(C)C)(C)C.[Li+].CN1CCCN(C)C1=O.[CH2:38](Br)[C:39]1[CH:44]=[CH:43][CH:42]=[CH:41][CH:40]=1. Product: [CH2:38]([CH:3]([C:2]([CH3:13])([C:7]1[CH:12]=[CH:11][CH:10]=[CH:9][CH:8]=1)[CH3:1])[C:4]([OH:6])=[O:5])[C:39]1[CH:44]=[CH:43][CH:42]=[CH:41][CH:40]=1. The catalyst class is: 7. (3) Reactant: [NH2:1][CH:2]([C:6]([NH2:8])=[O:7])[C:3]([NH2:5])=[O:4].[CH:9](O)=[O:10].C(OCC)(OCC)OCC.[ClH:22]. Product: [OH2:4].[OH2:10].[ClH:22].[OH:4][C:3]1[NH:5][CH:9]=[N:1][C:2]=1[C:6]([NH2:8])=[O:7]. The catalyst class is: 666. (4) Reactant: Br[C:2]1[CH:11]=[CH:10][C:5]([C:6]([O:8][CH3:9])=[O:7])=[CH:4][C:3]=1[CH3:12].[C:13]1([CH3:22])[CH:18]=[CH:17][CH:16]=[CH:15][C:14]=1B(O)O.C(=O)([O-])[O-].[K+].[K+]. Product: [CH3:12][C:3]1[CH:4]=[C:5]([C:6]([O:8][CH3:9])=[O:7])[CH:10]=[CH:11][C:2]=1[C:14]1[CH:15]=[CH:16][CH:17]=[CH:18][C:13]=1[CH3:22]. The catalyst class is: 398. (5) Reactant: [CH:1]1([C:7]2[C:8]3[CH:9]=[CH:10][C:11]([C:45]([O:47]C)=[O:46])=[CH:12][C:13]=3[N:14]3[CH2:20][CH:19]([N:21]([CH3:40])[CH2:22][CH2:23][N:24]([CH3:39])[CH2:25][CH2:26][CH2:27][S:28](=[O:38])(=[O:37])[NH:29]C(=O)OC(C)(C)C)[CH2:18][C:17]4[CH:41]=[CH:42][CH:43]=[CH:44][C:16]=4[C:15]=23)[CH2:6][CH2:5][CH2:4][CH2:3][CH2:2]1.[OH-].[K+].Cl. Product: [NH2:29][S:28]([CH2:27][CH2:26][CH2:25][N:24]([CH3:39])[CH2:23][CH2:22][N:21]([CH3:40])[CH:19]1[CH2:18][C:17]2[CH:41]=[CH:42][CH:43]=[CH:44][C:16]=2[C:15]2=[C:7]([CH:1]3[CH2:6][CH2:5][CH2:4][CH2:3][CH2:2]3)[C:8]3[CH:9]=[CH:10][C:11]([C:45]([OH:47])=[O:46])=[CH:12][C:13]=3[N:14]2[CH2:20]1)(=[O:38])=[O:37]. The catalyst class is: 157. (6) Reactant: [CH3:1][O:2][C:3]([C@@H:5]1[CH2:9][CH2:8][CH2:7][N:6]1[N:10]=[CH:11][C:12]1[CH:17]=[CH:16][CH:15]=[C:14]([F:18])[CH:13]=1)=[O:4].C([BH3-])#N.[Na+].C(=O)(O)[O-].[Na+]. Product: [CH3:1][O:2][C:3]([C@@H:5]1[CH2:9][CH2:8][CH2:7][N:6]1[NH:10][CH2:11][C:12]1[CH:17]=[CH:16][CH:15]=[C:14]([F:18])[CH:13]=1)=[O:4]. The catalyst class is: 404. (7) Reactant: C1(N(C)[C:8]2[C:9](C)=[C:10]([CH:24]=[C:25]([C:27]3[CH:28]=[N:29][C:30]([CH:33]=O)=[CH:31][CH:32]=3)[CH:26]=2)[C:11]([NH:13]CC2C(=O)NC(C)=CC=2C)=[O:12])CCCCC1.[NH:37]1[CH2:42][CH2:41][O:40][CH2:39][CH2:38]1.C(O)(=O)C.C([BH3-])#N.[Na+]. Product: [O:40]1[CH2:41][CH2:42][N:37]([CH2:33][C:30]2[N:29]=[CH:28][C:27]([C:25]3[CH:26]=[CH:8][CH:9]=[C:10]([CH:24]=3)[C:11]([NH2:13])=[O:12])=[CH:32][CH:31]=2)[CH2:38][CH2:39]1. The catalyst class is: 5.